Dataset: NCI-60 drug combinations with 297,098 pairs across 59 cell lines. Task: Regression. Given two drug SMILES strings and cell line genomic features, predict the synergy score measuring deviation from expected non-interaction effect. Drug 1: CC1=C2C(C(=O)C3(C(CC4C(C3C(C(C2(C)C)(CC1OC(=O)C(C(C5=CC=CC=C5)NC(=O)C6=CC=CC=C6)O)O)OC(=O)C7=CC=CC=C7)(CO4)OC(=O)C)O)C)OC(=O)C. Drug 2: C1CN(P(=O)(OC1)NCCCl)CCCl. Cell line: TK-10. Synergy scores: CSS=20.2, Synergy_ZIP=-4.50, Synergy_Bliss=3.85, Synergy_Loewe=-15.6, Synergy_HSA=4.35.